This data is from Forward reaction prediction with 1.9M reactions from USPTO patents (1976-2016). The task is: Predict the product of the given reaction. (1) Given the reactants [Cl:1][C:2]1[CH:9]=[C:8](F)[CH:7]=[CH:6][C:3]=1[C:4]#[N:5].[CH2:11]([CH:13]1[CH2:18][CH2:17][CH2:16][CH2:15][NH:14]1)[CH3:12], predict the reaction product. The product is: [Cl:1][C:2]1[CH:9]=[C:8]([N:14]2[CH2:15][CH2:16][CH2:17][CH2:18][C@@H:13]2[CH2:11][CH3:12])[CH:7]=[CH:6][C:3]=1[C:4]#[N:5]. (2) Given the reactants [CH:1]([C@H:14]1[O:19][CH2:18][C@@H:17]([NH2:20])[CH2:16][CH2:15]1)([C:8]1[CH:13]=[CH:12][CH:11]=[CH:10][CH:9]=1)[C:2]1[CH:7]=[CH:6][CH:5]=[CH:4][CH:3]=1.[Cl:21][C:22]1[CH:23]=[C:24]([CH:27]=[CH:28][C:29]=1[Cl:30])[CH:25]=O.C(O)(=O)C.[BH3-]C#N.[Na+], predict the reaction product. The product is: [CH:1]([C@H:14]1[O:19][CH2:18][C@@H:17]([NH:20][CH2:25][C:24]2[CH:27]=[CH:28][C:29]([Cl:30])=[C:22]([Cl:21])[CH:23]=2)[CH2:16][CH2:15]1)([C:8]1[CH:13]=[CH:12][CH:11]=[CH:10][CH:9]=1)[C:2]1[CH:3]=[CH:4][CH:5]=[CH:6][CH:7]=1. (3) Given the reactants [C:1]1([CH:7]([CH:11]2[CH2:16][CH2:15][N:14]([O:17][C:18]([C:20]([CH3:23])([CH3:22])[CH3:21])=[O:19])[CH2:13][CH2:12]2)[CH2:8][CH2:9][OH:10])[CH:6]=[CH:5][CH:4]=[CH:3][CH:2]=1.CC(OI1(OC(C)=O)(OC(C)=O)OC(=O)C2C=CC=CC1=2)=O, predict the reaction product. The product is: [C:1]1([CH:7]([CH:11]2[CH2:16][CH2:15][N:14]([O:17][C:18]([C:20]([CH3:23])([CH3:22])[CH3:21])=[O:19])[CH2:13][CH2:12]2)[CH2:8][CH:9]=[O:10])[CH:6]=[CH:5][CH:4]=[CH:3][CH:2]=1. (4) Given the reactants [F:1][C:2]([F:16])([F:15])[C:3]1[CH:8]=[CH:7][C:6]([C@:9]23[CH2:14][C@H:13]2[CH2:12][NH:11][CH2:10]3)=[CH:5][CH:4]=1.[Cl:17][CH2:18][CH2:19][CH2:20][N:21]1[CH:26]=[C:25]([C:27]2[S:28][CH:29]=[CH:30][CH:31]=2)[C:24](=[O:32])[NH:23][C:22]1=[O:33].[Na+].[I-].[NH4+].[Cl-], predict the reaction product. The product is: [ClH:17].[S:28]1[CH:29]=[CH:30][CH:31]=[C:27]1[C:25]1[C:24](=[O:32])[NH:23][C:22](=[O:33])[N:21]([CH2:20][CH2:19][CH2:18][N:11]2[CH2:12][C@H:13]3[C@:9]([C:6]4[CH:5]=[CH:4][C:3]([C:2]([F:1])([F:15])[F:16])=[CH:8][CH:7]=4)([CH2:14]3)[CH2:10]2)[CH:26]=1. (5) Given the reactants [N:1]1([C:7]2[NH:11][C:10]3[CH:12]=[CH:13][CH:14]=[CH:15][C:9]=3[N:8]=2)[CH2:6][CH2:5][NH:4][CH2:3][CH2:2]1.[F:16][C:17]([F:33])([F:32])[C:18]1[O:22][N:21]=[C:20]([C:23]2[CH:24]=[C:25]([CH:29]=[CH:30][CH:31]=2)[C:26](O)=[O:27])[N:19]=1, predict the reaction product. The product is: [NH:11]1[C:10]2[CH:12]=[CH:13][CH:14]=[CH:15][C:9]=2[N:8]=[C:7]1[N:1]1[CH2:6][CH2:5][N:4]([C:26]([C:25]2[CH:29]=[CH:30][CH:31]=[C:23]([C:20]3[N:19]=[C:18]([C:17]([F:32])([F:16])[F:33])[O:22][N:21]=3)[CH:24]=2)=[O:27])[CH2:3][CH2:2]1.